From a dataset of Forward reaction prediction with 1.9M reactions from USPTO patents (1976-2016). Predict the product of the given reaction. Given the reactants [Br:1]Br.[Cl:3][C:4]1[CH:5]=[C:6]([C:10](=[O:13])[CH2:11][CH3:12])[CH:7]=[CH:8][CH:9]=1, predict the reaction product. The product is: [Br:1][CH:11]([CH3:12])[C:10]([C:6]1[CH:7]=[CH:8][CH:9]=[C:4]([Cl:3])[CH:5]=1)=[O:13].